Dataset: Forward reaction prediction with 1.9M reactions from USPTO patents (1976-2016). Task: Predict the product of the given reaction. Given the reactants [CH2:1]([CH:3]1[CH2:7][O:6][C:5](=[O:8])[N:4]1[CH2:9][C:10]1[CH:15]=[CH:14][CH:13]=[CH:12][C:11]=1[NH2:16])[CH3:2].C(N(CC)CC)C.[F:24][C:25]([F:38])([F:37])[S:26](O[S:26]([C:25]([F:38])([F:37])[F:24])(=[O:28])=[O:27])(=[O:28])=[O:27], predict the reaction product. The product is: [CH2:1]([CH:3]1[CH2:7][O:6][C:5](=[O:8])[N:4]1[CH2:9][C:10]1[CH:15]=[CH:14][CH:13]=[CH:12][C:11]=1[NH:16][S:26]([C:25]([F:38])([F:37])[F:24])(=[O:28])=[O:27])[CH3:2].